Dataset: NCI-60 drug combinations with 297,098 pairs across 59 cell lines. Task: Regression. Given two drug SMILES strings and cell line genomic features, predict the synergy score measuring deviation from expected non-interaction effect. (1) Drug 1: COC1=NC(=NC2=C1N=CN2C3C(C(C(O3)CO)O)O)N. Drug 2: CN(C(=O)NC(C=O)C(C(C(CO)O)O)O)N=O. Cell line: OVCAR-4. Synergy scores: CSS=-5.79, Synergy_ZIP=4.19, Synergy_Bliss=1.83, Synergy_Loewe=-7.31, Synergy_HSA=-7.28. (2) Drug 1: C1=C(C(=O)NC(=O)N1)F. Drug 2: CC1C(C(CC(O1)OC2CC(OC(C2O)C)OC3=CC4=CC5=C(C(=O)C(C(C5)C(C(=O)C(C(C)O)O)OC)OC6CC(C(C(O6)C)O)OC7CC(C(C(O7)C)O)OC8CC(C(C(O8)C)O)(C)O)C(=C4C(=C3C)O)O)O)O. Cell line: SK-MEL-28. Synergy scores: CSS=35.9, Synergy_ZIP=6.84, Synergy_Bliss=7.87, Synergy_Loewe=7.48, Synergy_HSA=7.57. (3) Drug 1: CCC(=C(C1=CC=CC=C1)C2=CC=C(C=C2)OCCN(C)C)C3=CC=CC=C3.C(C(=O)O)C(CC(=O)O)(C(=O)O)O. Drug 2: N.N.Cl[Pt+2]Cl. Cell line: RPMI-8226. Synergy scores: CSS=54.8, Synergy_ZIP=-1.93, Synergy_Bliss=-0.587, Synergy_Loewe=1.65, Synergy_HSA=3.95. (4) Drug 1: CNC(=O)C1=CC=CC=C1SC2=CC3=C(C=C2)C(=NN3)C=CC4=CC=CC=N4. Drug 2: C1=CC(=CC=C1CC(C(=O)O)N)N(CCCl)CCCl.Cl. Cell line: NCI-H322M. Synergy scores: CSS=-1.35, Synergy_ZIP=2.60, Synergy_Bliss=1.91, Synergy_Loewe=-3.45, Synergy_HSA=-2.10. (5) Drug 1: CC1=C(C=C(C=C1)NC2=NC=CC(=N2)N(C)C3=CC4=NN(C(=C4C=C3)C)C)S(=O)(=O)N.Cl. Drug 2: CC1=C2C(C(=O)C3(C(CC4C(C3C(C(C2(C)C)(CC1OC(=O)C(C(C5=CC=CC=C5)NC(=O)OC(C)(C)C)O)O)OC(=O)C6=CC=CC=C6)(CO4)OC(=O)C)O)C)O. Cell line: HT29. Synergy scores: CSS=56.5, Synergy_ZIP=13.6, Synergy_Bliss=13.1, Synergy_Loewe=-43.0, Synergy_HSA=10.8.